This data is from Full USPTO retrosynthesis dataset with 1.9M reactions from patents (1976-2016). The task is: Predict the reactants needed to synthesize the given product. Given the product [Cl:11][C:9]1[CH:8]=[CH:7][N:6]2[C:2]([C:17]3[CH:16]=[C:15]([Cl:28])[N:14]=[C:13]([Cl:12])[CH:18]=3)=[CH:3][N:4]=[C:5]2[CH:10]=1, predict the reactants needed to synthesize it. The reactants are: Br[C:2]1[N:6]2[CH:7]=[CH:8][C:9]([Cl:11])=[CH:10][C:5]2=[N:4][CH:3]=1.[Cl:12][C:13]1[CH:18]=[C:17](B2OC(C)(C)C(C)(C)O2)[CH:16]=[C:15]([Cl:28])[N:14]=1.O.C([O-])([O-])=O.[Na+].[Na+].